Dataset: Full USPTO retrosynthesis dataset with 1.9M reactions from patents (1976-2016). Task: Predict the reactants needed to synthesize the given product. (1) Given the product [NH2:1][C:2](=[O:31])[C@@H:3]([NH:7][C:8]([C@:10]1([CH2:22][C:23]2[CH:24]=[C:25]([Br:30])[CH:26]=[C:27]([Br:29])[CH:28]=2)[CH2:14][CH2:13][CH2:12][N:11]1[C:15]([C@@H:17]1[CH2:21][CH2:20][CH2:19][N:18]1[C:72](=[O:73])[C@@H:71]([NH:70][C:68](=[O:69])[O:67][C:63]([CH3:65])([CH3:64])[CH3:66])[C@H:75]([OH:77])[CH3:76])=[O:16])=[O:9])[C@H:4]([OH:6])[CH3:5], predict the reactants needed to synthesize it. The reactants are: [NH2:1][C:2](=[O:31])[C@@H:3]([NH:7][C:8]([C@:10]1([CH2:22][C:23]2[CH:28]=[C:27]([Br:29])[CH:26]=[C:25]([Br:30])[CH:24]=2)[CH2:14][CH2:13][CH2:12][N:11]1[C:15]([C@@H:17]1[CH2:21][CH2:20][CH2:19][NH:18]1)=[O:16])=[O:9])[C@H:4]([OH:6])[CH3:5].CCN=C=NCCCN(C)C.Cl.C1C=CC2N(O)N=NC=2C=1.CCN(C(C)C)C(C)C.[C:63]([O:67][C:68]([NH:70][C@@H:71]([C@H:75]([OH:77])[CH3:76])[C:72](O)=[O:73])=[O:69])([CH3:66])([CH3:65])[CH3:64]. (2) Given the product [Cl:1][C:2]1[N:7]=[C:6]([NH:10][CH:11]2[CH2:12][CH2:13][C:14]3([CH2:19][CH2:18][N:17]([C:20]([O:22][C:23]([CH3:24])([CH3:25])[CH3:26])=[O:21])[CH2:16][CH2:15]3)[CH2:27][CH2:28]2)[C:5]([CH3:9])=[CH:4][N:3]=1, predict the reactants needed to synthesize it. The reactants are: [Cl:1][C:2]1[N:7]=[C:6](Cl)[C:5]([CH3:9])=[CH:4][N:3]=1.[NH2:10][CH:11]1[CH2:28][CH2:27][C:14]2([CH2:19][CH2:18][N:17]([C:20]([O:22][C:23]([CH3:26])([CH3:25])[CH3:24])=[O:21])[CH2:16][CH2:15]2)[CH2:13][CH2:12]1.CCN(CC)CC.